Dataset: Forward reaction prediction with 1.9M reactions from USPTO patents (1976-2016). Task: Predict the product of the given reaction. (1) Given the reactants IC.[C:3]([O:7][C:8]([N:10]1[CH2:15][CH:14]=[C:13]([C:16]2[C:24]3[C:19](=[CH:20][CH:21]=[C:22]([C:25]([OH:27])=[O:26])[CH:23]=3)[NH:18][CH:17]=2)[CH2:12][CH2:11]1)=[O:9])([CH3:6])([CH3:5])[CH3:4].[C:28](=O)([O-])[O-].[K+].[K+], predict the reaction product. The product is: [C:3]([O:7][C:8]([N:10]1[CH2:11][CH:12]=[C:13]([C:16]2[C:24]3[C:19](=[CH:20][CH:21]=[C:22]([C:25]([O:27][CH3:28])=[O:26])[CH:23]=3)[NH:18][CH:17]=2)[CH2:14][CH2:15]1)=[O:9])([CH3:6])([CH3:4])[CH3:5]. (2) Given the reactants [CH3:1][N:2]1[CH:6]=[C:5]([C:7]2[CH:12]=[CH:11][C:10]([C:13]3[C:22]4[C:17](=[CH:18][CH:19]=[C:20]([NH2:23])[CH:21]=4)[CH:16]=[N:15][CH:14]=3)=[CH:9][CH:8]=2)[CH:4]=[N:3]1.[C:24](OC(=O)C)(=[O:26])[CH3:25].C(N(CC)C(C)C)(C)C, predict the reaction product. The product is: [CH3:1][N:2]1[CH:6]=[C:5]([C:7]2[CH:12]=[CH:11][C:10]([C:13]3[C:22]4[C:17](=[CH:18][CH:19]=[C:20]([NH:23][C:24](=[O:26])[CH3:25])[CH:21]=4)[CH:16]=[N:15][CH:14]=3)=[CH:9][CH:8]=2)[CH:4]=[N:3]1. (3) Given the reactants [N+:1]([C:4]1[C:5]([CH2:14][NH:15]S(C(C)(C)C)=O)=[CH:6][CH:7]=[C:8]2[C:13]=1[N:12]=[CH:11][CH:10]=[CH:9]2)([O-:3])=[O:2].[ClH:22].O1CCOCC1, predict the reaction product. The product is: [N+:1]([C:4]1[C:5]([CH2:14][NH2:15])=[CH:6][CH:7]=[C:8]2[C:13]=1[N:12]=[CH:11][CH:10]=[CH:9]2)([O-:3])=[O:2].[ClH:22]. (4) Given the reactants [CH2:1]([N:3]([CH2:30][CH3:31])[CH2:4][CH2:5][N:6]([CH2:24][CH:25](OC)[O:26]C)[C:7](=[O:23])[CH2:8][CH2:9][O:10][CH2:11][CH2:12][C:13]1[CH:22]=[CH:21][C:20]2[C:15](=[CH:16][CH:17]=[CH:18][CH:19]=2)[CH:14]=1)[CH3:2].C(=O)(O)[O-].[Na+], predict the reaction product. The product is: [CH2:30]([N:3]([CH2:1][CH3:2])[CH2:4][CH2:5][N:6]([CH2:24][CH:25]=[O:26])[C:7](=[O:23])[CH2:8][CH2:9][O:10][CH2:11][CH2:12][C:13]1[CH:22]=[CH:21][C:20]2[C:15](=[CH:16][CH:17]=[CH:18][CH:19]=2)[CH:14]=1)[CH3:31]. (5) Given the reactants C([Si]([O:8][CH2:9][C:10]1[CH:15]=[C:14]([N+:16]([O-:18])=[O:17])[CH:13]=[CH:12][C:11]=1[N:19]=[C:20]=S)(C)C)(C)(C)C.[CH3:22][O:23][C:24]1[CH:25]=[CH:26][CH:27]=[C:28]2[C:33]=1[CH:32]([NH2:34])[CH2:31][CH2:30][CH2:29]2, predict the reaction product. The product is: [CH3:22][O:23][C:24]1[CH:25]=[CH:26][CH:27]=[C:28]2[C:33]=1[CH:32]([NH:34][C:20]1[O:8][CH2:9][C:10]3[CH:15]=[C:14]([N+:16]([O-:18])=[O:17])[CH:13]=[CH:12][C:11]=3[N:19]=1)[CH2:31][CH2:30][CH2:29]2.